Dataset: Experimentally validated miRNA-target interactions with 360,000+ pairs, plus equal number of negative samples. Task: Binary Classification. Given a miRNA mature sequence and a target amino acid sequence, predict their likelihood of interaction. (1) The miRNA is hsa-miR-1251-5p with sequence ACUCUAGCUGCCAAAGGCGCU. The protein sequence of the target gene is MAEERVATRTQFPVSTESQKPRQKKAPEFPILEKQNWLIHLHYIRKDYEACKAVIKEQLQETQGLCEYAIYVQALIFRLEGNIQESLELFQTCAVLSPQSADNLKQVARSLFLLGKHKAAIEVYNEAAKLNQKDWEISHNLGVCYIYLKQFNKAQDQLHNALNLNRHDLTYIMLGKIHLLEGDLDKAIEVYKKAVEFSPENTELLTTLGLLYLQLGIYQKAFEHLGNALTYDPTNYKAILAAGSMMQTHGDFDVALTKYRVVACAVPESPPLWNNIGMCFFGKKKYVAAISCLKRANYLA.... Result: 0 (no interaction). (2) The miRNA is hsa-miR-107 with sequence AGCAGCAUUGUACAGGGCUAUCA. The protein sequence of the target gene is MSTPARRRLMRDFKRLQEDPPVGVSGAPSENNIMQWNAVIFGPEGTPFEDGTFKLVIEFSEEYPNKPPTVRFLSKMFHPNVYADGSICLDILQNRWSPTYDVSSILTSIQSLLDEPNPNSPANSQAAQLYQENKREYEKRVSAIVEQSWNDS. Result: 1 (interaction). (3) The miRNA is hsa-miR-23c with sequence AUCACAUUGCCAGUGAUUACCC. The protein sequence of the target gene is MLPTGEGAEGQDWHLDMQLPSKVVLSAAALLLVTAAYKLYKSRPAPVGQAGRNNKDHKAENETEALGQLAFQEAPPGTLPRGRRRRKASKGAGTSLDYSLVDPEDPCILDISRSEEATRKGSDESQGRQCPDSQQVPPPCGGQEAGTDVRGKPNPPHLPHSGCEPTSSSGRLIPGVGGSCVGDKLSPWPDSRPPEETGSGDLEAPNGWTDLTLVNGDMNQSWIFTHMTGVSRGEAGVLQAAADMGLATQQQEGATNASHTFSSVARIRMEENIIQKAEGPGLKGRVYDYFVESTSKADSR.... Result: 0 (no interaction). (4) The miRNA is hsa-miR-155-3p with sequence CUCCUACAUAUUAGCAUUAACA. Result: 1 (interaction). The protein sequence of the target gene is MSYQGKKNIPRITSDRLLIKGGRIVNDDQSFYADIYMEDGLIKQIGDNLIVPGGVKTIEANGKMVIPGGIDVHTHFQMPYKGMTTVDDFFQGTKAALAGGTTMIIDHVVPEPESSLTEAYEKWREWADGKSCCDYALHVDITHWNDSVKQEVQNLIKDKGVNSFMVYMAYKDLYQVSNTELYEIFTCLGELGAIAQVHAENGDIIAQEQTRMLEMGITGPEGHVLSRPEELEAEAVFRAITIASQTNCPLYVTKVMSKSAADLISQARKKGNVVFGEPITASLGIDGTHYWSKNWAKAAA.... (5) The miRNA is hsa-miR-6724-5p with sequence CUGGGCCCGCGGCGGGCGUGGGG. The protein sequence of the target gene is MPAPIRLRELIRTIRTARTQAEEREMIQKECAAIRSSFREEDNTYRCRNVAKLLYMHMLGYPAHFGQLECLKLIASQKFTDKRIGYLGAMLLLDERQDVHLLMTNCIKNDLNHSTQFVQGLALCTLGCMGSSEMCRDLAGEVEKLLKTSNSYLRKKAALCAVHVIRKVPELMEMFLPATKNLLNEKNHGVLHTSVVLLTEMCERSPDMLAHFRKLVPQLVRILKNLIMSGYSPEHDVSGISDPFLQVRILRLLRILGRNDDDSSEAMNDILAQVATNTETSKNVGNAILYETVLTIMDIK.... Result: 0 (no interaction). (6) The miRNA is hsa-miR-100-5p with sequence AACCCGUAGAUCCGAACUUGUG. The protein sequence of the target gene is MDAGVTESGLNVTLTIRLLMHGKEVGSIIGKKGESVKRIREESGARINISEGNCPERIITLTGPTNAIFKAFAMIIDKLEEDINSSMTNSTAASRPPVTLRLVVPATQCGSLIGKGGCKIKEIRESTGAQVQVAGDMLPNSTERAITIAGVPQSVTECVKQICLVMLETLSQSPQGRVMTIPYQPMPASSPVICAGGQDRCSDAAGYPHATHDLEGPPLDAYSIQGQHTISPLDLAKLNQVARQQSHFAMMHGGTGFAGIDSSSPEVKGYWASLDASTQTTHELTIPNNLIGCIIGRQGA.... Result: 1 (interaction). (7) The miRNA is mmu-miR-3098-5p with sequence UCCUAACAGCAGGAGUAGGAGC. The protein sequence of the target gene is MREKGRRKKGRTWAEAAKTVLEKYPNTPMSHKEILQVIQREGLKEIRSGTSPLACLNAMLHTNSRGEEGIFYKVPGRMGVYTLKKDVPDGVKELSECSEESSDGQSDSHSSDNSSSSDGGSNKEGRKSRWKRKVSSRLSHPPSPPSGCPSPTIPASKVISPSQKHSKKALKQALKQQQQKKKQQQCRPSMSISNQHLSLKTVKAASDSVPAKPGQMKRTKCADIDVETPDSILVNTNLRALINKHTFSVLPGDCQQRLLLLLPEVDRQVGPDGLMKLNGSALNNEFFTSAAQGWKERLSE.... Result: 1 (interaction).